From a dataset of Full USPTO retrosynthesis dataset with 1.9M reactions from patents (1976-2016). Predict the reactants needed to synthesize the given product. Given the product [CH2:1]([C:3]([C:22]1[CH:35]=[CH:34][C:25]([O:26][CH2:27][CH:28]([OH:33])[C:29]([CH3:32])([CH3:31])[CH3:30])=[C:24]([CH3:36])[CH:23]=1)([C:6]1[CH:11]=[CH:10][C:9]([B:12]2[O:13][C:14]([CH3:19])([CH3:20])[C:15]([CH3:17])([CH3:18])[O:16]2)=[C:8]([CH3:21])[CH:7]=1)[CH2:4][CH3:5])[CH3:2], predict the reactants needed to synthesize it. The reactants are: [CH2:1]([C:3]([C:22]1[CH:35]=[CH:34][C:25]([O:26][CH2:27][C:28](=[O:33])[C:29]([CH3:32])([CH3:31])[CH3:30])=[C:24]([CH3:36])[CH:23]=1)([C:6]1[CH:11]=[CH:10][C:9]([B:12]2[O:16][C:15]([CH3:18])([CH3:17])[C:14]([CH3:20])([CH3:19])[O:13]2)=[C:8]([CH3:21])[CH:7]=1)[CH2:4][CH3:5])[CH3:2].CCC(C)[BH-](C(C)CC)C(C)CC.[Li+].[Cl-].[NH4+].